The task is: Predict the reactants needed to synthesize the given product.. This data is from Full USPTO retrosynthesis dataset with 1.9M reactions from patents (1976-2016). (1) Given the product [CH2:19]([S:26]([NH:29][C:30]([CH:32]1[CH2:33][N:34]([C:2]2[C:12]([C:13]#[N:14])=[CH:11][C:5]([C:6]([O:8][CH2:9][CH3:10])=[O:7])=[C:4]([CH:15]([F:17])[F:18])[N:3]=2)[CH2:35]1)=[O:31])(=[O:27])=[O:28])[C:20]1[CH:21]=[CH:22][CH:23]=[CH:24][CH:25]=1, predict the reactants needed to synthesize it. The reactants are: Cl[C:2]1[C:12]([C:13]#[N:14])=[CH:11][C:5]([C:6]([O:8][CH2:9][CH3:10])=[O:7])=[C:4]([C:15]([F:18])([F:17])F)[N:3]=1.[CH2:19]([S:26]([NH:29][C:30]([CH:32]1[CH2:35][NH:34][CH2:33]1)=[O:31])(=[O:28])=[O:27])[C:20]1[CH:25]=[CH:24][CH:23]=[CH:22][CH:21]=1. (2) Given the product [CH3:34][O:33][C:30]1[CH:29]=[CH:28][C:27]([CH2:26][N:17]2[CH:18]([C:22]([F:24])([F:23])[F:25])[CH2:19][CH2:20][CH2:21][CH:16]2[C:14]2[CH:15]=[C:10]([CH:5]([CH2:6][CH:7]([CH3:8])[CH3:9])[C:4]([OH:45])=[O:3])[CH:11]=[C:12]([C:35]3[CH:40]=[CH:39][C:38]([C:41]([F:43])([F:44])[F:42])=[CH:37][CH:36]=3)[CH:13]=2)=[CH:32][CH:31]=1, predict the reactants needed to synthesize it. The reactants are: C([O:3][C:4](=[O:45])[CH:5]([C:10]1[CH:11]=[C:12]([C:35]2[CH:40]=[CH:39][C:38]([C:41]([F:44])([F:43])[F:42])=[CH:37][CH:36]=2)[CH:13]=[C:14]([CH:16]2[CH2:21][CH2:20][CH2:19][CH:18]([C:22]([F:25])([F:24])[F:23])[N:17]2[CH2:26][C:27]2[CH:32]=[CH:31][C:30]([O:33][CH3:34])=[CH:29][CH:28]=2)[CH:15]=1)[CH2:6][CH:7]([CH3:9])[CH3:8])C.[OH-].[K+].